This data is from Reaction yield outcomes from USPTO patents with 853,638 reactions. The task is: Predict the reaction yield, written as a fraction of the theoretical maximum amount of product (1.0 means a 100% yield; for example, 0.34 means a 34% yield). (1) The reactants are [CH2:1]([CH:5]([CH2:9][CH2:10][CH2:11][CH2:12][CH2:13][CH3:14])[C:6](O)=[O:7])[CH2:2][CH2:3][CH3:4].S(Cl)([Cl:17])=O. The catalyst is C(Cl)Cl. The product is [CH2:1]([CH:5]([CH2:9][CH2:10][CH2:11][CH2:12][CH2:13][CH3:14])[C:6]([Cl:17])=[O:7])[CH2:2][CH2:3][CH3:4]. The yield is 1.00. (2) The reactants are [C:1]([C:3]1[CH:4]=[C:5]2[C:9](=[CH:10][CH:11]=1)[NH:8][CH:7]=[CH:6]2)#[N:2].C=O.[CH3:14][NH:15][CH3:16].[CH:17](Cl)(Cl)Cl. The yield is 1.00. The catalyst is C(O)C. The product is [C:1]([C:3]1[CH:4]=[C:5]2[C:9](=[CH:10][CH:11]=1)[NH:8][CH:7]=[C:6]2[CH2:14][N:15]([CH3:17])[CH3:16])#[N:2]. (3) The reactants are [O:1]=[C:2]1[C:7]2[CH:8]=[CH:9][C:10]([C:12]([OH:14])=O)=[CH:11][C:6]=2[S:5][C:4]([C:15]2[CH:20]=[CH:19][CH:18]=[CH:17][N:16]=2)=[N:3]1.[NH:21]1[CH2:25][CH2:24][CH2:23][CH2:22]1. The catalyst is O1CCCC1. The product is [N:16]1[CH:17]=[CH:18][CH:19]=[CH:20][C:15]=1[C:4]1[S:5][C:6]2[CH:11]=[C:10]([C:12]([N:21]3[CH2:25][CH2:24][CH2:23][CH2:22]3)=[O:14])[CH:9]=[CH:8][C:7]=2[C:2](=[O:1])[N:3]=1. The yield is 0.110.